Dataset: Forward reaction prediction with 1.9M reactions from USPTO patents (1976-2016). Task: Predict the product of the given reaction. (1) Given the reactants [O:1]=[C:2]1[C:10]2[C:5](=[CH:6][CH:7]=[CH:8][CH:9]=2)[C:4](=[O:11])[N:3]1[C:12]1[C:16]2[CH:17]=[C:18]([N+:29]([O-])=O)[C:19]([NH:21][C:22](=[O:28])[O:23][C:24]([CH3:27])([CH3:26])[CH3:25])=[CH:20][C:15]=2[O:14][N:13]=1.CN(C=O)C, predict the reaction product. The product is: [NH2:29][C:18]1[C:19]([NH:21][C:22](=[O:28])[O:23][C:24]([CH3:26])([CH3:25])[CH3:27])=[CH:20][C:15]2[O:14][N:13]=[C:12]([N:3]3[C:4](=[O:11])[C:5]4[C:10](=[CH:9][CH:8]=[CH:7][CH:6]=4)[C:2]3=[O:1])[C:16]=2[CH:17]=1. (2) The product is: [ClH:1].[Cl:24][C:25]1[CH:33]=[CH:32][C:28]([C:29]([N:10]2[CH2:11][CH2:12][C:7]3[NH:6][C:5]4[N:13]=[CH:14][C:2]([Cl:1])=[CH:3][C:4]=4[C:8]=3[CH2:9]2)=[O:30])=[CH:27][CH:26]=1. Given the reactants [Cl:1][C:2]1[CH:14]=[N:13][C:5]2[NH:6][C:7]3[CH2:12][CH2:11][NH:10][CH2:9][C:8]=3[C:4]=2[CH:3]=1.CCN(C(C)C)C(C)C.[Cl:24][C:25]1[CH:33]=[CH:32][C:28]([C:29](Cl)=[O:30])=[CH:27][CH:26]=1, predict the reaction product. (3) Given the reactants CC(C)=O.OS(O)(=O)=O.O=[Cr](=O)=O.[C:14]1([CH:30]([OH:33])[C:31]#[CH:32])[C:27]2[C:28]3=[C:29]4[C:24](=[CH:25][CH:26]=2)[CH:23]=[CH:22][CH:21]=[C:20]4[CH:19]=[CH:18][C:17]3=[CH:16][CH:15]=1.[OH-].[Na+], predict the reaction product. The product is: [C:14]1([C:30](=[O:33])[C:31]#[CH:32])[C:27]2[C:28]3=[C:29]4[C:24](=[CH:25][CH:26]=2)[CH:23]=[CH:22][CH:21]=[C:20]4[CH:19]=[CH:18][C:17]3=[CH:16][CH:15]=1.